Task: Predict the reaction yield, written as a fraction of the theoretical maximum amount of product (1.0 means a 100% yield; for example, 0.34 means a 34% yield).. Dataset: Reaction yield outcomes from USPTO patents with 853,638 reactions (1) The reactants are C(O[C:4]1[CH2:5][N:6]([C:10]([O:12][C:13]([CH3:16])([CH3:15])[CH3:14])=[O:11])[CH2:7][CH2:8][N:9]=1)C.[Cl:17][C:18]1[CH:23]=[CH:22][C:21]([CH:24]([NH:29][C:30](=[O:36])[O:31][C:32]([CH3:35])([CH3:34])[CH3:33])[C:25]([NH:27][NH2:28])=O)=[CH:20][CH:19]=1.C1(C)C=CC=CC=1. The yield is 0.600. The catalyst is C(OCC)(=O)C. The product is [C:32]([O:31][C:30]([NH:29][CH:24]([C:21]1[CH:22]=[CH:23][C:18]([Cl:17])=[CH:19][CH:20]=1)[C:25]1[N:9]2[CH2:8][CH2:7][N:6]([C:10]([O:12][C:13]([CH3:14])([CH3:15])[CH3:16])=[O:11])[CH2:5][C:4]2=[N:28][N:27]=1)=[O:36])([CH3:35])([CH3:33])[CH3:34]. (2) The reactants are C([O:8][C:9]1[CH:10]=[C:11]([C:23]2([C:26]#[N:27])[CH2:25][CH2:24]2)[CH:12]=[CH:13][C:14]=1[O:15]CC1C=CC=CC=1)C1C=CC=CC=1. The catalyst is CO.[Pd]. The product is [OH:8][C:9]1[CH:10]=[C:11]([C:23]2([C:26]#[N:27])[CH2:24][CH2:25]2)[CH:12]=[CH:13][C:14]=1[OH:15]. The yield is 0.920.